This data is from NCI-60 drug combinations with 297,098 pairs across 59 cell lines. The task is: Regression. Given two drug SMILES strings and cell line genomic features, predict the synergy score measuring deviation from expected non-interaction effect. (1) Drug 1: CC1=C(C=C(C=C1)NC2=NC=CC(=N2)N(C)C3=CC4=NN(C(=C4C=C3)C)C)S(=O)(=O)N.Cl. Drug 2: C1=CC(=CC=C1C#N)C(C2=CC=C(C=C2)C#N)N3C=NC=N3. Cell line: UACC-257. Synergy scores: CSS=3.32, Synergy_ZIP=0.409, Synergy_Bliss=2.57, Synergy_Loewe=1.87, Synergy_HSA=1.23. (2) Drug 1: CCC1(CC2CC(C3=C(CCN(C2)C1)C4=CC=CC=C4N3)(C5=C(C=C6C(=C5)C78CCN9C7C(C=CC9)(C(C(C8N6C=O)(C(=O)OC)O)OC(=O)C)CC)OC)C(=O)OC)O.OS(=O)(=O)O. Drug 2: CC1=C(C=C(C=C1)C(=O)NC2=CC(=CC(=C2)C(F)(F)F)N3C=C(N=C3)C)NC4=NC=CC(=N4)C5=CN=CC=C5. Cell line: SF-295. Synergy scores: CSS=1.53, Synergy_ZIP=-1.39, Synergy_Bliss=-8.66, Synergy_Loewe=-3.04, Synergy_HSA=-10.6. (3) Drug 1: C1=CC(=CC=C1C#N)C(C2=CC=C(C=C2)C#N)N3C=NC=N3. Drug 2: COCCOC1=C(C=C2C(=C1)C(=NC=N2)NC3=CC=CC(=C3)C#C)OCCOC.Cl. Cell line: SN12C. Synergy scores: CSS=5.50, Synergy_ZIP=-2.09, Synergy_Bliss=1.54, Synergy_Loewe=-0.135, Synergy_HSA=0.944.